This data is from Forward reaction prediction with 1.9M reactions from USPTO patents (1976-2016). The task is: Predict the product of the given reaction. Given the reactants C([O:4][C@@H:5]1[C@@H:10]([O:11]C(=O)C)[C@H:9]([O:15]C(=O)C)[C@@H:8]([CH2:19][O:20]C(=O)C)[O:7][C@H:6]1[C:24]1[CH:29]=[CH:28][C:27]([Cl:30])=[C:26]([CH2:31][C:32]2[S:33][C:34]([C:37]3[N:38]=[N:39][N:40](COCC4C=CC=CC=4)[N:41]=3)=[CH:35][CH:36]=2)[CH:25]=1)(=O)C.Cl, predict the reaction product. The product is: [C@@H:6]1([C:24]2[CH:29]=[CH:28][C:27]([Cl:30])=[C:26]([CH2:31][C:32]3[S:33][C:34]([C:37]4[NH:38][N:39]=[N:40][N:41]=4)=[CH:35][CH:36]=3)[CH:25]=2)[O:7][C@H:8]([CH2:19][OH:20])[C@@H:9]([OH:15])[C@H:10]([OH:11])[C@H:5]1[OH:4].